Regression. Given a peptide amino acid sequence and an MHC pseudo amino acid sequence, predict their binding affinity value. This is MHC class I binding data. From a dataset of Peptide-MHC class I binding affinity with 185,985 pairs from IEDB/IMGT. (1) The peptide sequence is KDKNKWRML. The MHC is Mamu-B01 with pseudo-sequence Mamu-B01. The binding affinity (normalized) is 0. (2) The peptide sequence is YDRLASTVI. The MHC is HLA-A25:01 with pseudo-sequence HLA-A25:01. The binding affinity (normalized) is 0.0847. (3) The peptide sequence is EIEKVEKYL. The MHC is HLA-A02:01 with pseudo-sequence HLA-A02:01. The binding affinity (normalized) is 0.